From a dataset of Forward reaction prediction with 1.9M reactions from USPTO patents (1976-2016). Predict the product of the given reaction. (1) Given the reactants [Si]([O:8][N:9]=[C:10]1[C:18]2[C:13](=[CH:14][C:15]([NH:19][C:20]3[C:28]4[C:23](=[CH:24][N:25]=[CH:26][CH:27]=4)[S:22][C:21]=3[C:29]([O:31][CH2:32][CH2:33][N:34]([CH3:36])[CH3:35])=[O:30])=[CH:16][CH:17]=2)[CH2:12][CH2:11]1)(C(C)(C)C)(C)C.CCCC[N+](CCCC)(CCCC)CCCC.[F-], predict the reaction product. The product is: [CH3:35][N:34]([CH3:36])[CH2:33][CH2:32][O:31][C:29]([C:21]1[S:22][C:23]2=[CH:24][N:25]=[CH:26][CH:27]=[C:28]2[C:20]=1[NH:19][C:15]1[CH:14]=[C:13]2[C:18](=[CH:17][CH:16]=1)[C:10](=[N:9][OH:8])[CH2:11][CH2:12]2)=[O:30]. (2) The product is: [CH3:12][C:7]1[S:6][C:5]2[NH:4][C:3]3[CH:13]=[CH:14][CH:15]=[CH:16][C:2]=3[N:1]=[C:10]([N:11]3[CH2:23][CH2:24][N:19]([CH3:18])[CH2:20][CH2:21]3)[C:9]=2[CH:8]=1. Given the reactants [NH2:1][C:2]1[CH:16]=[CH:15][CH:14]=[CH:13][C:3]=1[NH:4][C:5]1[S:6][C:7]([CH3:12])=[CH:8][C:9]=1[C:10]#[N:11].Cl.[CH3:18][N:19]1[CH2:24][CH2:23]N[CH2:21][CH2:20]1.CC(C)=O.C, predict the reaction product. (3) Given the reactants [CH2:1]([O:8][C:9]([N:11]1[CH2:16][CH2:15][C@@H:14]([N:17]=[N+]=[N-])[C@H:13]([O:20][CH3:21])[CH2:12]1)=[O:10])[C:2]1[CH:7]=[CH:6][CH:5]=[CH:4][CH:3]=1.[Cl-].[NH4+].O1CCCC1CO, predict the reaction product. The product is: [CH2:1]([O:8][C:9]([N:11]1[CH2:16][CH2:15][C@@H:14]([NH2:17])[C@H:13]([O:20][CH3:21])[CH2:12]1)=[O:10])[C:2]1[CH:7]=[CH:6][CH:5]=[CH:4][CH:3]=1.